Dataset: Full USPTO retrosynthesis dataset with 1.9M reactions from patents (1976-2016). Task: Predict the reactants needed to synthesize the given product. (1) Given the product [CH3:1][C:2]1[N:3]([CH2:18][C:19]2[O:23][C:22]([C:24]3[CH:29]=[CH:28][CH:27]=[C:26]([C:30]([F:33])([F:31])[F:32])[CH:25]=3)=[N:21][CH:20]=2)[C:4]2[C:9]([CH:10]=1)=[C:8]([C:11]([F:12])([F:14])[F:13])[C:7]([C:15]#[N:16])=[CH:6][CH:5]=2, predict the reactants needed to synthesize it. The reactants are: [CH3:1][C:2]1[NH:3][C:4]2[C:9]([CH:10]=1)=[C:8]([C:11]([F:14])([F:13])[F:12])[C:7]([C:15]#[N:16])=[CH:6][CH:5]=2.Br[CH2:18][C:19]1[O:23][C:22]([C:24]2[CH:29]=[CH:28][CH:27]=[C:26]([C:30]([F:33])([F:32])[F:31])[CH:25]=2)=[N:21][CH:20]=1. (2) Given the product [NH:1]([C:27]([O:29][C:30]([CH3:33])([CH3:32])[CH3:31])=[O:28])[C@H:2]([C:24]([CH2:39][CH2:38][CH2:37][N:34]=[N+:35]=[N-:36])=[O:25])[CH2:3][S:4][C:5]([C:12]1[CH:13]=[CH:14][CH:15]=[CH:16][CH:17]=1)([C:18]1[CH:19]=[CH:20][CH:21]=[CH:22][CH:23]=1)[C:6]1[CH:11]=[CH:10][CH:9]=[CH:8][CH:7]=1, predict the reactants needed to synthesize it. The reactants are: [NH:1]([C:27]([O:29][C:30]([CH3:33])([CH3:32])[CH3:31])=[O:28])[C@H:2]([C:24](O)=[O:25])[CH2:3][S:4][C:5]([C:18]1[CH:23]=[CH:22][CH:21]=[CH:20][CH:19]=1)([C:12]1[CH:17]=[CH:16][CH:15]=[CH:14][CH:13]=1)[C:6]1[CH:11]=[CH:10][CH:9]=[CH:8][CH:7]=1.[N:34]([CH2:37][CH2:38][CH2:39]N)=[N+:35]=[N-:36].ON1C2N=CC=CC=2N=N1.CCN=C=NCCCN(C)C.Cl.